This data is from Reaction yield outcomes from USPTO patents with 853,638 reactions. The task is: Predict the reaction yield, written as a fraction of the theoretical maximum amount of product (1.0 means a 100% yield; for example, 0.34 means a 34% yield). (1) The reactants are [Cl:1][C:2]1[C:7]([C:8]([OH:10])=[O:9])=[C:6]([CH3:11])[CH:5]=[CH:4][N:3]=1.C([O-])([O-])=O.[K+].[K+].[CH3:18][C:19]([CH3:21])=O. No catalyst specified. The product is [Cl:1][C:2]1[C:7]([C:8]([O:10][CH:19]([CH3:21])[CH3:18])=[O:9])=[C:6]([CH3:11])[CH:5]=[CH:4][N:3]=1. The yield is 0.778. (2) The reactants are [C:1]1([PH:7][C:8]2[CH:13]=[CH:12][CH:11]=[CH:10][CH:9]=2)[CH:6]=[CH:5][CH:4]=[CH:3][CH:2]=1.[C:14]([O:18]C)(=[O:17])[CH:15]=[CH2:16].[OH-].[K+].Cl. The catalyst is CC#N.[OH-].C([N+](C)(C)C)C1C=CC=CC=1.O. The product is [C:8]1([P:7]([C:1]2[CH:2]=[CH:3][CH:4]=[CH:5][CH:6]=2)[CH2:16][CH2:15][C:14]([OH:18])=[O:17])[CH:9]=[CH:10][CH:11]=[CH:12][CH:13]=1. The yield is 0.920.